Dataset: Catalyst prediction with 721,799 reactions and 888 catalyst types from USPTO. Task: Predict which catalyst facilitates the given reaction. (1) Reactant: C([N:8]1[CH2:17][CH2:16][C:15]2[C:14]([NH:18][C:19]3[CH:24]=[CH:23][C:22]([C:25]([CH3:28])([CH3:27])[CH3:26])=[CH:21][CH:20]=3)=[N:13][C:12]([CH3:29])=[N:11][C:10]=2[CH2:9]1)C1C=CC=CC=1. Product: [C:25]([C:22]1[CH:23]=[CH:24][C:19]([NH:18][C:14]2[C:15]3[CH2:16][CH2:17][NH:8][CH2:9][C:10]=3[N:11]=[C:12]([CH3:29])[N:13]=2)=[CH:20][CH:21]=1)([CH3:28])([CH3:26])[CH3:27]. The catalyst class is: 105. (2) Reactant: [NH2:1][C:2]1[N:3]([CH2:16][CH2:17][CH2:18][CH2:19][NH:20]C(=O)OC(C)(C)C)[C:4]2[C:13]3[CH:12]=[CH:11][CH:10]=[CH:9][C:8]=3[N:7]=[C:6](Cl)[C:5]=2[N:15]=1.[NH3:28]. Product: [NH2:20][CH2:19][CH2:18][CH2:17][CH2:16][N:3]1[C:4]2[C:13]3[CH:12]=[CH:11][CH:10]=[CH:9][C:8]=3[N:7]=[C:6]([NH2:28])[C:5]=2[N:15]=[C:2]1[NH2:1]. The catalyst class is: 5. (3) Reactant: [N+:1]([C:4]1[CH:9]=[C:8]([N+:10]([O-:12])=[O:11])[CH:7]=[CH:6][C:5]=1[NH:13][CH2:14][CH2:15][O:16][CH2:17][CH2:18][OH:19])([O-:3])=[O:2].[H-].[Na+].[CH2:22](Br)[C:23]#[CH:24].C1(C)C=CC=CC=1. Product: [N+:1]([C:4]1[CH:9]=[C:8]([N+:10]([O-:12])=[O:11])[CH:7]=[CH:6][C:5]=1[NH:13][CH2:14][CH2:15][O:16][CH2:17][CH2:18][O:19][CH2:24][C:23]#[CH:22])([O-:3])=[O:2]. The catalyst class is: 31. (4) Reactant: [Cl:1][C:2]1[CH:7]=[CH:6][C:5]([S:8]([N:11]([C:15]2[C:16]([C:22](=[O:31])[C:23]3[CH:28]=[CH:27][CH:26]=[C:25]([CH3:29])[C:24]=3[Cl:30])=[N:17][CH:18]=[C:19]([Cl:21])[CH:20]=2)COC)(=[O:10])=[O:9])=[CH:4][C:3]=1[C:32]([F:35])([F:34])[F:33].O. Product: [Cl:1][C:2]1[CH:7]=[CH:6][C:5]([S:8]([NH:11][C:15]2[C:16]([C:22](=[O:31])[C:23]3[CH:28]=[CH:27][CH:26]=[C:25]([CH3:29])[C:24]=3[Cl:30])=[N:17][CH:18]=[C:19]([Cl:21])[CH:20]=2)(=[O:9])=[O:10])=[CH:4][C:3]=1[C:32]([F:34])([F:35])[F:33]. The catalyst class is: 89. (5) Reactant: [NH2:1][CH2:2][CH2:3][O:4][C:5]1[CH:14]=[C:13]2[C:8]([C:9](=[O:31])[NH:10][C:11]([C:15]3[CH:20]=[C:19]([CH3:21])[C:18]([O:22]CC4C=CC=CC=4)=[C:17]([CH3:30])[CH:16]=3)=[N:12]2)=[C:7]([O:32][CH3:33])[CH:6]=1. Product: [NH2:1][CH2:2][CH2:3][O:4][C:5]1[CH:14]=[C:13]2[C:8]([C:9](=[O:31])[NH:10][C:11]([C:15]3[CH:20]=[C:19]([CH3:21])[C:18]([OH:22])=[C:17]([CH3:30])[CH:16]=3)=[N:12]2)=[C:7]([O:32][CH3:33])[CH:6]=1. The catalyst class is: 19. (6) Reactant: C(=O)([O-])[O-].[Na+].[Na+].[CH3:7][O:8][C:9]1[C:14](B(O)O)=[CH:13][CH:12]=[CH:11][N:10]=1.[C:18]([O:22][C:23](=[O:34])[NH:24][C@@H:25]([C:27]1[CH:32]=[CH:31][C:30](Br)=[CH:29][CH:28]=1)[CH3:26])([CH3:21])([CH3:20])[CH3:19]. Product: [C:18]([O:22][C:23](=[O:34])[NH:24][C@@H:25]([C:27]1[CH:28]=[CH:29][C:30]([C:14]2[C:9]([O:8][CH3:7])=[N:10][CH:11]=[CH:12][CH:13]=2)=[CH:31][CH:32]=1)[CH3:26])([CH3:19])([CH3:20])[CH3:21]. The catalyst class is: 104. (7) Reactant: [OH:1][C:2]1([CH2:17][N:18]2[C:23](=[O:24])[C:22]3[CH:25]=[N:26][N:27]([C:28]4[CH:33]=[CH:32][CH:31]=[CH:30][CH:29]=4)[C:21]=3[N:20]=[CH:19]2)[CH2:7][CH2:6][N:5]([C:8]([CH:10]2[CH2:15][CH2:14][C:13](=O)[CH2:12][CH2:11]2)=[O:9])[CH2:4][CH2:3]1.[F:34][C:35]1[C:40]([NH2:41])=[CH:39][CH:38]=[CH:37][N:36]=1.C(O[BH-](OC(=O)C)OC(=O)C)(=O)C.[Na+]. Product: [F:34][C:35]1[C:40]([NH:41][CH:13]2[CH2:12][CH2:11][CH:10]([C:8]([N:5]3[CH2:4][CH2:3][C:2]([CH2:17][N:18]4[C:23](=[O:24])[C:22]5[CH:25]=[N:26][N:27]([C:28]6[CH:29]=[CH:30][CH:31]=[CH:32][CH:33]=6)[C:21]=5[N:20]=[CH:19]4)([OH:1])[CH2:7][CH2:6]3)=[O:9])[CH2:15][CH2:14]2)=[CH:39][CH:38]=[CH:37][N:36]=1. The catalyst class is: 4. (8) Reactant: [OH:1][C:2]1[CH:3]=[C:4]([CH2:10][C:11]([OH:13])=[O:12])[CH:5]=[CH:6][C:7]=1[O:8][CH3:9].C(=O)([O-])[O-].[Cs+].[Cs+].[CH2:20](I)[CH3:21].[OH-].[Li+]. Product: [CH2:20]([O:1][C:2]1[CH:3]=[C:4]([CH2:10][C:11]([OH:13])=[O:12])[CH:5]=[CH:6][C:7]=1[O:8][CH3:9])[CH3:21]. The catalyst class is: 95. (9) Reactant: [NH2:1][C:2]1[C:10]([O:11][CH3:12])=[CH:9][CH:8]=[CH:7][C:3]=1[C:4]([OH:6])=[O:5].[Br:13]Br. Product: [NH2:1][C:2]1[C:10]([O:11][CH3:12])=[CH:9][C:8]([Br:13])=[CH:7][C:3]=1[C:4]([OH:6])=[O:5]. The catalyst class is: 22.